From a dataset of Full USPTO retrosynthesis dataset with 1.9M reactions from patents (1976-2016). Predict the reactants needed to synthesize the given product. (1) Given the product [OH:12][CH:13]1[CH2:17][CH2:16][N:15]([C:2]2[CH:8]=[CH:7][C:6]([N+:9]([O-:11])=[O:10])=[CH:5][C:3]=2[NH2:4])[CH2:14]1, predict the reactants needed to synthesize it. The reactants are: F[C:2]1[CH:8]=[CH:7][C:6]([N+:9]([O-:11])=[O:10])=[CH:5][C:3]=1[NH2:4].[OH:12][CH:13]1[CH2:17][CH2:16][NH:15][CH2:14]1. (2) Given the product [NH2:47][C@H:43]([C:44]([NH:5][C:4]1[CH:6]=[C:7]([F:35])[C:8]([CH2:9][S:10][C:11]2[N:12]([C:28]3[CH:29]=[CH:30][C:31]([F:34])=[CH:32][CH:33]=3)[C:13]([C:16]([C:19]3[CH:24]=[CH:23][C:22]([Cl:25])=[C:21]([O:26][CH3:27])[CH:20]=3)([CH3:17])[CH3:18])=[CH:14][N:15]=2)=[C:2]([Cl:1])[CH:3]=1)=[O:45])[CH2:42][C:41]([OH:55])=[O:40], predict the reactants needed to synthesize it. The reactants are: [Cl:1][C:2]1[CH:3]=[C:4]([CH:6]=[C:7]([F:35])[C:8]=1[CH2:9][S:10][C:11]1[N:12]([C:28]2[CH:33]=[CH:32][C:31]([F:34])=[CH:30][CH:29]=2)[C:13]([C:16]([C:19]2[CH:24]=[CH:23][C:22]([Cl:25])=[C:21]([O:26][CH3:27])[CH:20]=2)([CH3:18])[CH3:17])=[CH:14][N:15]=1)[NH2:5].C([O:40][C:41](=[O:55])[CH2:42][C@H:43]([NH:47]C(OC(C)(C)C)=O)[C:44](O)=[O:45])(C)(C)C.CN(C(ON1N=NC2C=CC=NC1=2)=[N+](C)C)C.F[P-](F)(F)(F)(F)F.CCN(C(C)C)C(C)C.C(O)(C(F)(F)F)=O. (3) Given the product [N+:1]([C:4]1[CH:9]=[CH:8][CH:7]=[CH:6][C:5]=1[S:10]([NH:13][CH2:14][CH2:15][C:16]([OH:18])=[O:17])(=[O:12])=[O:11])([O-:3])=[O:2], predict the reactants needed to synthesize it. The reactants are: [N+:1]([C:4]1[CH:9]=[CH:8][CH:7]=[CH:6][C:5]=1[S:10]([NH:13][CH2:14][CH2:15][C:16]([O:18]C)=[O:17])(=[O:12])=[O:11])([O-:3])=[O:2].CO.[OH-].[Na+].Cl. (4) Given the product [CH2:1]([O:3][C:4](=[O:21])[CH:5]([C:6]1[NH:7][C:8]2[C:13]([C:14]=1[S:15][CH3:16])=[CH:12][C:11]([O:17][CH2:18][CH:19]=[CH2:20])=[CH:10][CH:9]=2)[CH2:22][C:23]1[CH:28]=[CH:27][CH:26]=[CH:25][CH:24]=1)[CH3:2], predict the reactants needed to synthesize it. The reactants are: [CH2:1]([O:3][C:4](=[O:21])[CH2:5][C:6]1[NH:7][C:8]2[C:13]([C:14]=1[S:15][CH3:16])=[CH:12][C:11]([O:17][CH2:18][CH:19]=[CH2:20])=[CH:10][CH:9]=2)[CH3:2].[CH2:22](Br)[C:23]1[CH:28]=[CH:27][CH:26]=[CH:25][CH:24]=1.